This data is from Reaction yield outcomes from USPTO patents with 853,638 reactions. The task is: Predict the reaction yield, written as a fraction of the theoretical maximum amount of product (1.0 means a 100% yield; for example, 0.34 means a 34% yield). (1) The reactants are [H-].C([Al+]CC(C)C)C(C)C.[C:11]1([CH:17]([N:23]2[CH:27]=[C:26]([C:28]3[C:29]4[CH:36]=[CH:35][N:34]([CH2:37][O:38][CH2:39][CH2:40][Si:41]([CH3:44])([CH3:43])[CH3:42])[C:30]=4[N:31]=[CH:32][N:33]=3)[CH:25]=[N:24]2)[CH2:18][C:19](OC)=[O:20])[CH:16]=[CH:15][CH:14]=[CH:13][CH:12]=1.C(Cl)Cl. The catalyst is CCCCCC. The product is [C:11]1([CH:17]([N:23]2[CH:27]=[C:26]([C:28]3[C:29]4[CH:36]=[CH:35][N:34]([CH2:37][O:38][CH2:39][CH2:40][Si:41]([CH3:42])([CH3:44])[CH3:43])[C:30]=4[N:31]=[CH:32][N:33]=3)[CH:25]=[N:24]2)[CH2:18][CH2:19][OH:20])[CH:16]=[CH:15][CH:14]=[CH:13][CH:12]=1. The yield is 0.920. (2) The reactants are [C:1]1(=[O:11])[O:6][C:4](=O)[C:3]2=[CH:7][CH:8]=[CH:9][CH:10]=[C:2]12.[S:12]1[CH:16]=[CH:15][CH:14]=[C:13]1[CH2:17][NH2:18].Cl. The catalyst is C1(C)C=CC=CC=1. The product is [S:12]1[CH:16]=[CH:15][CH:14]=[C:13]1[CH2:17][N:18]1[C:1](=[O:11])[C:2]2[C:3](=[CH:7][CH:8]=[CH:9][CH:10]=2)[C:4]1=[O:6]. The yield is 0.910. (3) The reactants are [OH:1][C:2]1[CH:3]=[C:4]([C:8]2[NH:12][N:11]=[C:10]([C:13]([OH:15])=O)[CH:9]=2)[CH:5]=[CH:6][CH:7]=1.[CH3:16]CN(C(C)C)C(C)C.[CH:25]1[CH:26]=[CH:27][C:28]2N(O)N=N[C:29]=2[CH:30]=1.CCN=C=NCCCN(C)C.Cl.Cl.[CH2:48]([O:50][C:51](=[O:54])[CH2:52][NH2:53])[CH3:49]. The catalyst is CN(C=O)C.O. The product is [CH2:48]([O:50][C:51](=[O:54])[CH2:52][NH:53][C:13]([C:10]1[CH:9]=[C:8]([C:4]2[CH:5]=[CH:6][CH:7]=[C:2]([O:1][CH2:16][C:29]3[CH:28]=[CH:27][CH:26]=[CH:25][CH:30]=3)[CH:3]=2)[NH:12][N:11]=1)=[O:15])[CH3:49]. The yield is 0.360. (4) The reactants are [N+:1]([C:4]1[CH:12]=[CH:11][C:7]([C:8](Cl)=[O:9])=[CH:6][CH:5]=1)([O-:3])=[O:2].[NH2:13][C:14]1[S:15][C:16]2[CH:22]=[CH:21][CH:20]=[CH:19][C:17]=2[N:18]=1.C(N(CC)CC)C. The catalyst is ClCCl. The product is [S:15]1[C:16]2[CH:22]=[CH:21][CH:20]=[CH:19][C:17]=2[N:18]=[C:14]1[NH:13][C:8](=[O:9])[C:7]1[CH:11]=[CH:12][C:4]([N+:1]([O-:3])=[O:2])=[CH:5][CH:6]=1. The yield is 0.885. (5) The reactants are [Cl:1][CH2:2][C:3]1[NH:12][C:11](=O)[C:10]2[C:5](=[CH:6][CH:7]=[CH:8][CH:9]=2)[N:4]=1.COC(=O)[C:17]1[CH:22]=[CH:21][CH:20]=[CH:19][C:18]=1[NH2:23].Cl[CH2:26]C#N.Cl.[O:30]1CCOC[CH2:31]1. No catalyst specified. The product is [Cl:1][CH2:2][C:3]1[N:12]=[C:11]([N:23]([C:18]2[CH:17]=[CH:22][C:21]([O:30][CH3:31])=[CH:20][CH:19]=2)[CH3:26])[C:10]2[C:5](=[CH:6][CH:7]=[CH:8][CH:9]=2)[N:4]=1. The yield is 0.796. (6) The reactants are [Cl:1][C:2]1[CH:7]=[CH:6][C:5]([CH:8]([C:14]2[CH:19]=[CH:18][C:17]([Cl:20])=[CH:16][CH:15]=2)[S:9][CH2:10][C:11]([OH:13])=O)=[CH:4][CH:3]=1.[CH2:21]([NH2:24])[CH2:22][CH3:23]. No catalyst specified. The product is [Cl:20][C:17]1[CH:18]=[CH:19][C:14]([CH:8]([C:5]2[CH:4]=[CH:3][C:2]([Cl:1])=[CH:7][CH:6]=2)[S:9][CH2:10][C:11]([NH:24][CH2:21][CH2:22][CH3:23])=[O:13])=[CH:15][CH:16]=1. The yield is 0.910. (7) The reactants are [C:1]([O:4][C@H:5]([CH3:30])[CH2:6][CH2:7][CH2:8][CH2:9][N:10]1[C:19](=[O:20])[C:18]2[N:17]([CH2:21][C:22]3[CH:27]=[CH:26][CH:25]=[CH:24][CH:23]=3)[C:16](Br)=[N:15][C:14]=2[N:13]([CH3:29])[C:11]1=[O:12])(=[O:3])[CH3:2].[C-:31]#[N:32].[K+]. The catalyst is CS(C)=O. The product is [C:1]([O:4][C@H:5]([CH3:30])[CH2:6][CH2:7][CH2:8][CH2:9][N:10]1[C:19](=[O:20])[C:18]2[N:17]([CH2:21][C:22]3[CH:27]=[CH:26][CH:25]=[CH:24][CH:23]=3)[C:16]([C:31]#[N:32])=[N:15][C:14]=2[N:13]([CH3:29])[C:11]1=[O:12])(=[O:3])[CH3:2]. The yield is 0.900. (8) The product is [Cl:1][C:2]1[S:3][C:4]([N:11]([CH2:18][CH3:19])[CH:12]2[CH2:17][CH2:16][O:15][CH2:14][CH2:13]2)=[C:5]([CH3:10])[C:6]=1[C:7]([NH:21][CH2:22][C:23]1[C:24](=[O:31])[NH:25][C:26]([CH3:30])=[CH:27][C:28]=1[CH3:29])=[O:9]. The yield is 0.429. The reactants are [Cl:1][C:2]1[S:3][C:4]([N:11]([CH2:18][CH3:19])[CH:12]2[CH2:17][CH2:16][O:15][CH2:14][CH2:13]2)=[C:5]([CH3:10])[C:6]=1[C:7]([OH:9])=O.Cl.[NH2:21][CH2:22][C:23]1[C:24](=[O:31])[NH:25][C:26]([CH3:30])=[CH:27][C:28]=1[CH3:29].C(Cl)CCl.C1C=NC2N(O)N=NC=2C=1.CN1CCOCC1. The catalyst is O.CN(C=O)C. (9) The reactants are Br[CH2:2][C:3]1[O:4][CH:5]=[C:6]([OH:10])[C:7](=[O:9])[CH:8]=1.[NH:11]1[CH2:16][CH2:15][O:14][CH2:13][CH2:12]1. The yield is 0.720. The catalyst is C(#N)C. The product is [OH:10][C:6]1[C:7](=[O:9])[CH:8]=[C:3]([CH2:2][N:11]2[CH2:16][CH2:15][O:14][CH2:13][CH2:12]2)[O:4][CH:5]=1.